From a dataset of Forward reaction prediction with 1.9M reactions from USPTO patents (1976-2016). Predict the product of the given reaction. (1) Given the reactants [Cl:1][C:2]1[N:10]=[C:9]([CH3:11])[N:8]=[C:7]2[C:3]=1[N:4]([CH2:24][C:25]([OH:27])=O)[C:5](=[O:23])[N:6]2[C:12]1[CH:17]=[CH:16][C:15]([CH:18]([CH3:20])[CH3:19])=[CH:14][C:13]=1[S:21][CH3:22].C[N:29]1CCOCC1.ClC(OCC(C)C)=O.N, predict the reaction product. The product is: [Cl:1][C:2]1[N:10]=[C:9]([CH3:11])[N:8]=[C:7]2[C:3]=1[N:4]([CH2:24][C:25]([NH2:29])=[O:27])[C:5](=[O:23])[N:6]2[C:12]1[CH:17]=[CH:16][C:15]([CH:18]([CH3:20])[CH3:19])=[CH:14][C:13]=1[S:21][CH3:22]. (2) Given the reactants Cl[C:2]1[N:7]=[C:6]([O:8][C:9]2[CH:37]=[CH:36][CH:35]=[CH:34][C:10]=2[CH2:11][NH:12][C:13]([NH:15][C:16]2[N:20]([C:21]3[CH:26]=[CH:25][C:24]([CH3:27])=[CH:23][CH:22]=3)[N:19]=[C:18]([C:28]3[CH:32]=[CH:31][O:30][C:29]=3[CH3:33])[CH:17]=2)=[O:14])[CH:5]=[CH:4][N:3]=1.C(=O)([O-])[O-].[Na+].[Na+].[NH:44]1[CH2:49][CH2:48][O:47][CH2:46][CH2:45]1, predict the reaction product. The product is: [O:47]1[CH2:48][CH2:49][N:44]([C:2]2[N:7]=[C:6]([O:8][C:9]3[CH:37]=[CH:36][CH:35]=[CH:34][C:10]=3[CH2:11][NH:12][C:13]([NH:15][C:16]3[N:20]([C:21]4[CH:22]=[CH:23][C:24]([CH3:27])=[CH:25][CH:26]=4)[N:19]=[C:18]([C:28]4[CH:32]=[CH:31][O:30][C:29]=4[CH3:33])[CH:17]=3)=[O:14])[CH:5]=[CH:4][N:3]=2)[CH2:45][CH2:46]1. (3) Given the reactants Cl[C:2]1[N:7]=[CH:6][C:5]([O:8][CH:9]2[CH2:14][CH2:13][CH2:12][C:11]([CH3:16])([CH3:15])[CH2:10]2)=[CH:4][CH:3]=1.[Cu][C:18]#[N:19].CN1C(=O)CCC1.O, predict the reaction product. The product is: [CH3:15][C:11]1([CH3:16])[CH2:12][CH2:13][CH2:14][CH:9]([O:8][C:5]2[CH:4]=[CH:3][C:2]([C:18]#[N:19])=[N:7][CH:6]=2)[CH2:10]1. (4) The product is: [CH3:20][O:21][CH2:22][CH2:23][C@@H:24]1[NH:25][CH2:26][CH2:27][N:19]([C:8]2[C:7]3[CH:6]=[C:5]([CH:2]([CH3:4])[CH3:3])[S:14][C:13]=3[NH:12][C:11]3[CH:15]=[CH:16][CH:17]=[CH:18][C:10]=3[N:9]=2)[CH2:29]1. Given the reactants Cl.[CH:2]([C:5]1[S:14][C:13]2[NH:12][C:11]3[CH:15]=[CH:16][CH:17]=[CH:18][C:10]=3[N:9]=[C:8]([NH2:19])[C:7]=2[CH:6]=1)([CH3:4])[CH3:3].[CH3:20][O:21][CH2:22][CH2:23][C@H:24]1[CH2:29]N[CH2:27][CH2:26][NH:25]1, predict the reaction product. (5) Given the reactants [F:1][C:2]1[CH:7]=[CH:6][C:5]([C:8]2[C:17]([N:18]([CH3:25])[CH:19]3[CH2:24][CH2:23][NH:22][CH2:21][CH2:20]3)=[N:16][C:15]3[C:10](=[CH:11][CH:12]=[C:13]([C:26]([O:28][CH3:29])=[O:27])[CH:14]=3)[N:9]=2)=[CH:4][CH:3]=1.C(=O)([O-])[O-].[K+].[K+].[CH3:36][CH2:37]I, predict the reaction product. The product is: [CH2:36]([N:22]1[CH2:23][CH2:24][CH:19]([N:18]([CH3:25])[C:17]2[NH:16][C:15]3[C:10](=[CH:11][CH:12]=[C:13]([C:26]([O:28][CH3:29])=[O:27])[CH:14]=3)[NH:9][C:8]=2[C:5]2[CH:6]=[CH:7][C:2]([F:1])=[CH:3][CH:4]=2)[CH2:20][CH2:21]1)[CH3:37]. (6) The product is: [CH3:25][C@H:23]1[O:24][C@@H:19]([CH3:18])[CH2:20][N:21]([CH2:26][CH2:27][NH:28][C:29]([NH:31][C:32]2[S:33][C:34]3[CH:40]=[C:39]([S:41][C:2]4[N:6]5[N:7]=[C:8]([C:11]6[CH:16]=[CH:15][C:14]([F:17])=[CH:13][CH:12]=6)[CH:9]=[CH:10][C:5]5=[N:4][N:3]=4)[CH:38]=[CH:37][C:35]=3[N:36]=2)=[O:30])[CH2:22]1. Given the reactants Cl[C:2]1[N:6]2[N:7]=[C:8]([C:11]3[CH:16]=[CH:15][C:14]([F:17])=[CH:13][CH:12]=3)[CH:9]=[CH:10][C:5]2=[N:4][N:3]=1.[CH3:18][C@H:19]1[O:24][C@@H:23]([CH3:25])[CH2:22][N:21]([CH2:26][CH2:27][NH:28][C:29]([NH:31][C:32]2[S:33][C:34]3[CH:40]=[C:39]([SH:41])[CH:38]=[CH:37][C:35]=3[N:36]=2)=[O:30])[CH2:20]1.[BH4-].[Na+], predict the reaction product. (7) Given the reactants [CH2:1]([N:8]1[C@@H:13]2[C@H:14]([C:16]#[N:17])[CH2:15][C@@:9]1([C:38]1[CH:43]=[CH:42][CH:41]=[CH:40][CH:39]=1)[C@H:10]([O:18][C@@H:19]([C:34](OC)=[O:35])[C:20]1[CH:25]=[C:24]([C:26]([F:29])([F:28])[F:27])[CH:23]=[C:22]([C:30]([F:33])([F:32])[F:31])[CH:21]=1)[CH2:11][CH2:12]2)[C:2]1[CH:7]=[CH:6][CH:5]=[CH:4][CH:3]=1.[BH4-].[Na+], predict the reaction product. The product is: [CH2:1]([N:8]1[C@@H:13]2[C@H:14]([C:16]#[N:17])[CH2:15][C@@:9]1([C:38]1[CH:43]=[CH:42][CH:41]=[CH:40][CH:39]=1)[C@H:10]([O:18][C@H:19]([C:20]1[CH:25]=[C:24]([C:26]([F:28])([F:29])[F:27])[CH:23]=[C:22]([C:30]([F:31])([F:32])[F:33])[CH:21]=1)[CH2:34][OH:35])[CH2:11][CH2:12]2)[C:2]1[CH:7]=[CH:6][CH:5]=[CH:4][CH:3]=1. (8) Given the reactants [CH3:1][C:2]1[O:6][N:5]=[C:4]([C:7]([OH:9])=O)[CH:3]=1.C(Cl)(=O)C(Cl)=O.[NH2:16][C:17]1[CH:18]=[C:19]([CH:36]=[CH:37][CH:38]=1)[O:20][C:21]1[CH:22]=[CH:23][C:24]2[N:25]([CH:27]=[C:28]([NH:30][C:31]([CH:33]3[CH2:35][CH2:34]3)=[O:32])[N:29]=2)[N:26]=1.C(N(CC)CC)C, predict the reaction product. The product is: [CH:33]1([C:31]([NH:30][C:28]2[N:29]=[C:24]3[CH:23]=[CH:22][C:21]([O:20][C:19]4[CH:18]=[C:17]([NH:16][C:7]([C:4]5[CH:3]=[C:2]([CH3:1])[O:6][N:5]=5)=[O:9])[CH:38]=[CH:37][CH:36]=4)=[N:26][N:25]3[CH:27]=2)=[O:32])[CH2:34][CH2:35]1. (9) Given the reactants [OH:1][C@H:2]1[CH2:7][CH2:6][CH2:5][CH2:4][C@@H:3]1[NH:8][C:9]([C:11]1[C:15]2=[N:16][CH:17]=[CH:18][C:19]([CH3:20])=[C:14]2[NH:13][CH:12]=1)=[O:10].Cl.Cl[CH2:23][C:24]1[CH:29]=[CH:28][C:27]([CH3:30])=[CH:26][N:25]=1.C(=O)([O-])[O-].[Cs+].[Cs+], predict the reaction product. The product is: [OH:1][C@H:2]1[CH2:7][CH2:6][CH2:5][CH2:4][C@@H:3]1[NH:8][C:9]([C:11]1[C:15]2=[N:16][CH:17]=[CH:18][C:19]([CH3:20])=[C:14]2[N:13]([CH2:23][C:24]2[CH:29]=[CH:28][C:27]([CH3:30])=[CH:26][N:25]=2)[CH:12]=1)=[O:10].